This data is from Forward reaction prediction with 1.9M reactions from USPTO patents (1976-2016). The task is: Predict the product of the given reaction. (1) Given the reactants [NH:1]1[C:9]2[C:4](=[CH:5][C:6]([C:10]([O:12][CH3:13])=[O:11])=[CH:7][CH:8]=2)[CH:3]=[N:2]1.Cl[CH2:15][C:16]1[CH:17]=[N:18][CH:19]=[C:20]([F:22])[CH:21]=1.O=S(Cl)Cl.C([O-])([O-])=O.[Cs+].[Cs+], predict the reaction product. The product is: [F:22][C:20]1[CH:21]=[C:16]([CH2:15][N:1]2[C:9]3[C:4](=[CH:5][C:6]([C:10]([O:12][CH3:13])=[O:11])=[CH:7][CH:8]=3)[CH:3]=[N:2]2)[CH:17]=[N:18][CH:19]=1.[F:22][C:20]1[CH:21]=[C:16]([CH2:15][N:2]2[CH:3]=[C:4]3[C:9]([CH:8]=[CH:7][C:6]([C:10]([O:12][CH3:13])=[O:11])=[CH:5]3)=[N:1]2)[CH:17]=[N:18][CH:19]=1. (2) Given the reactants [CH3:1][N:2]1[CH2:7][CH2:6][NH:5][CH2:4][CH2:3]1.N1CCNC[CH2:9]1.[NH2:14][C:15]1[CH:22]=[CH:21][C:20]([C:23]([F:26])([F:25])[F:24])=[CH:19][C:16]=1[C:17]#[N:18].NC1C=CC(Cl)=CC=1C#N.[C:37]([NH:40][NH2:41])(=O)[CH3:38].C(NN)=O, predict the reaction product. The product is: [CH3:38][C:37]1[N:18]=[C:17]2[N:41]([C:1]([N:2]3[CH2:7][CH2:6][N:5]([CH3:9])[CH2:4][CH2:3]3)=[N:14][C:15]3[CH:22]=[CH:21][C:20]([C:23]([F:24])([F:25])[F:26])=[CH:19][C:16]=32)[N:40]=1. (3) Given the reactants [NH2:1][C:2]1[CH:3]=[CH:4][C:5]([O:12][CH:13]([C:20]2[CH:25]=[CH:24][CH:23]=[C:22]([Cl:26])[CH:21]=2)[C:14]2[CH:19]=[CH:18][CH:17]=[CH:16][CH:15]=2)=[C:6]([CH:11]=1)[C:7]([O:9][CH3:10])=[O:8].[CH3:27][O:28][C:29]1[CH:30]=[C:31]([N:37]=[C:38]=[O:39])[CH:32]=[CH:33][C:34]=1[O:35][CH3:36], predict the reaction product. The product is: [CH3:27][O:28][C:29]1[CH:30]=[C:31]([NH:37][C:38]([NH:1][C:2]2[CH:3]=[CH:4][C:5]([O:12][CH:13]([C:20]3[CH:25]=[CH:24][CH:23]=[C:22]([Cl:26])[CH:21]=3)[C:14]3[CH:19]=[CH:18][CH:17]=[CH:16][CH:15]=3)=[C:6]([CH:11]=2)[C:7]([O:9][CH3:10])=[O:8])=[O:39])[CH:32]=[CH:33][C:34]=1[O:35][CH3:36]. (4) Given the reactants Br[C:2]1[CH:7]=[CH:6][C:5]([N:8]2[CH2:13][CH2:12][O:11][CH2:10][C:9]2=[O:14])=[CH:4][CH:3]=1.B1(B2OC(C)(C)C(C)(C)O2)OC(C)(C)C(C)(C)O1.C([O-])(=O)C.[K+].[ClH:38].[N:39]12[CH2:46][CH2:45][CH:42]([CH2:43][CH2:44]1)[C@@H:41]([NH:47][C:48]([C:50]1[S:51][C:52]3[C:58](Br)=[CH:57][CH:56]=[CH:55][C:53]=3[CH:54]=1)=[O:49])[CH2:40]2.C(=O)([O-])[O-].[Na+].[Na+], predict the reaction product. The product is: [ClH:38].[N:39]12[CH2:44][CH2:43][CH:42]([CH2:45][CH2:46]1)[C@@H:41]([NH:47][C:48]([C:50]1[S:51][C:52]3[C:58]([C:2]4[CH:7]=[CH:6][C:5]([N:8]5[CH2:13][CH2:12][O:11][CH2:10][C:9]5=[O:14])=[CH:4][CH:3]=4)=[CH:57][CH:56]=[CH:55][C:53]=3[CH:54]=1)=[O:49])[CH2:40]2.